Dataset: Reaction yield outcomes from USPTO patents with 853,638 reactions. Task: Predict the reaction yield, written as a fraction of the theoretical maximum amount of product (1.0 means a 100% yield; for example, 0.34 means a 34% yield). (1) The reactants are [CH3:1][C:2]1[CH:7]=[C:6]([O:8][C:9]2[CH:14]=[CH:13][C:12]([O:15][C:16]3[CH:21]=[CH:20][CH:19]=[CH:18][CH:17]=3)=[CH:11][CH:10]=2)[CH:5]=[C:4]([CH3:22])[C:3]=1[C:23]1[N:24]=[C:25]([NH2:28])[S:26][CH:27]=1.C(N(CC)CC)C.Cl.[C:37](Cl)(=[O:44])[C:38]1[CH:43]=[CH:42][N:41]=[CH:40][CH:39]=1. The catalyst is C1COCC1. The product is [CH3:1][C:2]1[CH:7]=[C:6]([O:8][C:9]2[CH:10]=[CH:11][C:12]([O:15][C:16]3[CH:21]=[CH:20][CH:19]=[CH:18][CH:17]=3)=[CH:13][CH:14]=2)[CH:5]=[C:4]([CH3:22])[C:3]=1[C:23]1[N:24]=[C:25]([NH:28][C:37](=[O:44])[C:38]2[CH:43]=[CH:42][N:41]=[CH:40][CH:39]=2)[S:26][CH:27]=1. The yield is 0.800. (2) The reactants are [C:1]([O:5][C:6]([NH:8][C@@H:9]([CH2:13][NH2:14])[C:10]([OH:12])=[O:11])=[O:7])([CH3:4])([CH3:3])[CH3:2].S(Cl)([C:18]1[CH:26]=[CH:25][C:21]([N+:22]([O-:24])=[O:23])=[CH:20][CH:19]=1)(=O)=O.[OH:28][S:29](O)(=O)=[O:30]. The catalyst is C1COCC1.[OH-].[Na+].O. The product is [C:1]([O:5][C:6]([NH:8][C@@H:9]([CH2:13][NH:14][S:29]([C:20]1[CH:19]=[CH:18][CH:26]=[CH:25][C:21]=1[N+:22]([O-:24])=[O:23])(=[O:30])=[O:28])[C:10]([OH:12])=[O:11])=[O:7])([CH3:4])([CH3:3])[CH3:2]. The yield is 0.700. (3) The product is [F:37][C:34]1([F:36])[CH2:35][N:30]([C:28]2[CH:27]=[CH:26][N:25]=[C:24]([C:10]3[C:11]4[C:12]([NH:17][CH:18]5[CH2:23][CH2:22][O:21][CH2:20][CH2:19]5)=[N:13][CH:14]=[CH:15][C:16]=4[NH:8][N:9]=3)[CH:29]=2)[CH2:31][C:32]([F:38])([F:39])[O:33]1. The yield is 0.460. The catalyst is C1C=CC(/C=C/C(/C=C/C2C=CC=CC=2)=O)=CC=1.C1C=CC(/C=C/C(/C=C/C2C=CC=CC=2)=O)=CC=1.C1C=CC(/C=C/C(/C=C/C2C=CC=CC=2)=O)=CC=1.[Pd].[Pd].O1CCOCC1. The reactants are COC1C=CC(C[N:8]2[C:16]3[CH:15]=[CH:14][N:13]=[C:12]([NH:17][CH:18]4[CH2:23][CH2:22][O:21][CH2:20][CH2:19]4)[C:11]=3[C:10]([C:24]3[CH:29]=[C:28]([N:30]4[CH2:35][C:34]([F:37])([F:36])[O:33][C:32]([F:39])([F:38])[CH2:31]4)[CH:27]=[CH:26][N:25]=3)=[N:9]2)=CC=1.ClC1C=CN=C(C2C3C(NC4CCOCC4)=NC=CC=3N(CC3C=CC(OC)=CC=3)N=2)C=1.CC1(C)C2C(=C(P(C3C=CC=CC=3)C3C=CC=CC=3)C=CC=2)OC2C(P(C3C=CC=CC=3)C3C=CC=CC=3)=CC=CC1=2.C([O-])([O-])=O.[Cs+].[Cs+].FC1(F)OC(F)(F)CNC1. (4) The reactants are [F:1][C:2]1[CH:7]=[CH:6][CH:5]=[CH:4][C:3]=1[C:8](=[O:10])[CH3:9].[Br:11]Br. The catalyst is C(O)(=O)C. The product is [Br:11][CH2:9][C:8]([C:3]1[CH:4]=[CH:5][CH:6]=[CH:7][C:2]=1[F:1])=[O:10]. The yield is 0.970. (5) The reactants are [NH2:1][CH:2]([CH2:7][CH3:8])[CH2:3][C:4]([OH:6])=[O:5].[Si](C=[N+]=[N-])(C)(C)[CH3:10]. The catalyst is CO.C1C=CC=CC=1. The product is [CH3:10][O:5][C:4](=[O:6])[CH2:3][C@@H:2]([NH2:1])[CH2:7][CH3:8]. The yield is 0.990.